Dataset: Full USPTO retrosynthesis dataset with 1.9M reactions from patents (1976-2016). Task: Predict the reactants needed to synthesize the given product. (1) Given the product [CH3:1][S:2]([C:5]1[CH:10]=[C:9]([CH2:11][CH2:12][C:13]([OH:15])=[O:14])[CH:8]=[C:7]([C:20]2[S:21][C:22]3[CH:30]=[CH:29][CH:28]=[CH:27][C:23]=3[C:24](=[O:26])[N:25]=2)[N:6]=1)(=[O:4])=[O:3], predict the reactants needed to synthesize it. The reactants are: [CH3:1][S:2]([C:5]1[CH:10]=[C:9]([CH2:11][CH2:12][C:13]([O:15]C(C)(C)C)=[O:14])[CH:8]=[C:7]([C:20]2[S:21][C:22]3[CH:30]=[CH:29][CH:28]=[CH:27][C:23]=3[C:24](=[O:26])[N:25]=2)[N:6]=1)(=[O:4])=[O:3].C(OC(C)C)(C)C. (2) The reactants are: [CH2:1]([O:8][C:9]([NH:11][C@@H:12]([CH2:21][CH3:22])[CH:13]([OH:20])[CH2:14][C:15]([O:17][CH2:18][CH3:19])=[O:16])=[O:10])[C:2]1[CH:7]=[CH:6][CH:5]=[CH:4][CH:3]=1.N1C(C)=CC=CC=1C.FC(F)(F)S(O)(=O)=O.[C:39]([SiH:43]([CH3:45])[CH3:44])([CH3:42])([CH3:41])[CH3:40].O. Given the product [CH2:1]([O:8][C:9]([NH:11][C@@H:12]([CH2:21][CH3:22])[CH:13]([O:20][Si:43]([C:39]([CH3:42])([CH3:41])[CH3:40])([CH3:45])[CH3:44])[CH2:14][C:15]([O:17][CH2:18][CH3:19])=[O:16])=[O:10])[C:2]1[CH:3]=[CH:4][CH:5]=[CH:6][CH:7]=1, predict the reactants needed to synthesize it. (3) Given the product [F:3][C:4]1[C:5]([CH2:16][N:17]([CH3:25])[C:18](=[O:24])[O:19][C:20]([CH3:21])([CH3:22])[CH3:23])=[CH:6][N:7]([S:48]([C:44]2[CH:45]=[CH:46][CH:47]=[C:42]([F:41])[CH:43]=2)(=[O:50])=[O:49])[C:8]=1[C:9]1[C:10]([F:15])=[N:11][CH:12]=[CH:13][CH:14]=1, predict the reactants needed to synthesize it. The reactants are: [H-].[Na+].[F:3][C:4]1[C:5]([CH2:16][N:17]([CH3:25])[C:18](=[O:24])[O:19][C:20]([CH3:23])([CH3:22])[CH3:21])=[CH:6][NH:7][C:8]=1[C:9]1[C:10]([F:15])=[N:11][CH:12]=[CH:13][CH:14]=1.C1OCCOCCOCCOCCOC1.[F:41][C:42]1[CH:43]=[C:44]([S:48](Cl)(=[O:50])=[O:49])[CH:45]=[CH:46][CH:47]=1. (4) Given the product [CH3:1][NH:2][S:3]([N:44]1[CH2:45][CH2:46][CH:41]([NH:40][C:28]2[N:27]=[C:26]([NH:25][CH:22]3[CH2:23][CH2:24][CH:19]([NH2:18])[CH2:20][CH2:21]3)[N:34]=[C:33]3[C:29]=2[N:30]=[CH:31][N:32]3[CH:35]2[CH2:39][CH2:38][CH2:37][CH2:36]2)[CH2:42][CH2:43]1)(=[O:5])=[O:4], predict the reactants needed to synthesize it. The reactants are: [CH3:1][NH:2][S:3](Cl)(=[O:5])=[O:4].O1CCCC1.C(OC(=O)[NH:18][C@H:19]1[CH2:24][CH2:23][C@H:22]([NH:25][C:26]2[N:34]=[C:33]3[C:29]([N:30]=[CH:31][N:32]3[CH:35]3[CH2:39][CH2:38][CH2:37][CH2:36]3)=[C:28]([NH:40][CH:41]3[CH2:46][CH2:45][NH:44][CH2:43][CH2:42]3)[N:27]=2)[CH2:21][CH2:20]1)(C)(C)C.Cl. (5) Given the product [Cl:1][C:2]1[C:3](=[O:14])[N:19]([CH2:18][CH2:17][S:16][CH3:15])[C:5](=[O:13])[C:6]=1[C:7]1[CH:8]=[CH:9][CH:10]=[CH:11][CH:12]=1, predict the reactants needed to synthesize it. The reactants are: [Cl:1][C:2]1[C:3](=[O:14])O[C:5](=[O:13])[C:6]=1[C:7]1[CH:12]=[CH:11][CH:10]=[CH:9][CH:8]=1.[CH3:15][S:16][CH2:17][CH2:18][NH2:19]. (6) Given the product [CH2:1]([C:3]1[N:12]([CH2:15][CH2:16][O:17][C:18]2[CH:25]=[CH:24][C:21]([CH:22]=[O:23])=[CH:20][CH:19]=2)[C:11](=[O:13])[C:10]2[C:5](=[CH:6][CH:7]=[CH:8][CH:9]=2)[N:4]=1)[CH3:2], predict the reactants needed to synthesize it. The reactants are: [CH2:1]([C:3]1[NH:12][C:11](=[O:13])[C:10]2[C:5](=[CH:6][CH:7]=[CH:8][CH:9]=2)[N:4]=1)[CH3:2].Br[CH2:15][CH2:16][O:17][C:18]1[CH:25]=[CH:24][C:21]([CH:22]=[O:23])=[CH:20][CH:19]=1.C([O-])([O-])=O.[K+].[K+]. (7) Given the product [NH2:1][C:4]1[CH:9]=[CH:8][C:7]([N:10]2[CH2:11][CH2:12][CH2:13][CH2:14]2)=[CH:6][C:5]=1[NH:15][C:16](=[O:23])[C:17]1[CH:18]=[CH:19][CH:20]=[CH:21][CH:22]=1, predict the reactants needed to synthesize it. The reactants are: [N+:1]([C:4]1[CH:9]=[CH:8][C:7]([N:10]2[CH2:14][CH2:13][CH2:12][CH2:11]2)=[CH:6][C:5]=1[NH:15][C:16](=[O:23])[C:17]1[CH:22]=[CH:21][CH:20]=[CH:19][CH:18]=1)([O-])=O.S(S([O-])=O)([O-])=O.[Na+].[Na+]. (8) Given the product [NH2:17][C:16]1[C:10]2[C:9](=[O:18])[N:8]([C:5]3[CH:6]=[CH:7][C:2]([I:1])=[CH:3][CH:4]=3)[CH2:13][CH2:12][C:11]=2[N:22]=[C:20]([CH3:21])[N:23]=1, predict the reactants needed to synthesize it. The reactants are: [I:1][C:2]1[CH:7]=[CH:6][C:5]([N:8]2[CH2:13][CH2:12][C:11](OC)=[C:10]([C:16]#[N:17])[C:9]2=[O:18])=[CH:4][CH:3]=1.Cl.[C:20]([NH2:23])(=[NH:22])[CH3:21].C(N(C(C)C)CC)(C)C. (9) Given the product [CH3:16][C:13]1[CH:14]=[CH:15][C:10]([NH:9][C:2]2[C:7]([NH:9][C:10]3[CH:15]=[CH:14][C:13]([CH3:16])=[CH:12][CH:11]=3)=[N:6][CH:5]=[CH:4][N:3]=2)=[CH:11][CH:12]=1, predict the reactants needed to synthesize it. The reactants are: Cl[C:2]1[C:7](Cl)=[N:6][CH:5]=[CH:4][N:3]=1.[NH2:9][C:10]1[CH:15]=[CH:14][C:13]([CH3:16])=[CH:12][CH:11]=1. (10) Given the product [CH2:6]([N:8]1[C@@H:12]([CH2:13][C:14]2[CH:15]=[CH:16][C:17]([O:20][S:33]([C:32]([F:45])([F:44])[F:31])(=[O:35])=[O:34])=[CH:18][CH:19]=2)[CH2:11][O:10][C:9]1([CH3:21])[CH3:22])[C:24]1[CH:25]=[CH:26][CH:27]=[CH:28][CH:30]=1, predict the reactants needed to synthesize it. The reactants are: C(O[C:6]([N:8]1[C@@H:12]([CH2:13][C:14]2[CH:19]=[CH:18][C:17]([OH:20])=[CH:16][CH:15]=2)[CH2:11][O:10][C:9]1([CH3:22])[CH3:21])=O)(C)(C)C.N1[C:28](C)=[CH:27][CH:26]=[CH:25][C:24]=1[CH3:30].[F:31][C:32]([F:45])([F:44])[S:33](O[S:33]([C:32]([F:45])([F:44])[F:31])(=[O:35])=[O:34])(=[O:35])=[O:34].